Task: Predict which catalyst facilitates the given reaction.. Dataset: Catalyst prediction with 721,799 reactions and 888 catalyst types from USPTO Reactant: [Cl-].O[NH3+:3].[C:4](=[O:7])([O-])[OH:5].[Na+].CS(C)=O.[F:13][C:14]1[CH:19]=[C:18]([CH2:20][N:21]2[C:26](=[O:27])[C:25]([C:28]3[CH:33]=[CH:32][C:31]([O:34][CH:35]([CH3:37])[CH3:36])=[CH:30][CH:29]=3)=[C:24]([CH3:38])[N:23]=[C:22]2[CH2:39][CH2:40][CH3:41])[CH:17]=[CH:16][C:15]=1[C:42]1[C:43]([C:48]#[N:49])=[CH:44][CH:45]=[CH:46][CH:47]=1. The catalyst class is: 13. Product: [F:13][C:14]1[CH:19]=[C:18]([CH2:20][N:21]2[C:26](=[O:27])[C:25]([C:28]3[CH:29]=[CH:30][C:31]([O:34][CH:35]([CH3:37])[CH3:36])=[CH:32][CH:33]=3)=[C:24]([CH3:38])[N:23]=[C:22]2[CH2:39][CH2:40][CH3:41])[CH:17]=[CH:16][C:15]=1[C:42]1[CH:47]=[CH:46][CH:45]=[CH:44][C:43]=1[C:48]1[NH:3][C:4](=[O:7])[O:5][N:49]=1.